Task: Predict the reactants needed to synthesize the given product.. Dataset: Full USPTO retrosynthesis dataset with 1.9M reactions from patents (1976-2016) (1) Given the product [C:35]([N:33]([CH3:34])[C:30]1[CH:31]=[CH:32][C:27]([CH2:26][CH:15]([NH:16][S:17]([C:20]2[CH:21]=[N:22][CH:23]=[CH:24][CH:25]=2)(=[O:18])=[O:19])[C:11]2[N:10]=[C:9]([NH:8][CH2:40][C:41]([OH:43])=[O:42])[CH:14]=[CH:13][CH:12]=2)=[CH:28][CH:29]=1)(=[O:39])[CH2:36][CH2:37][CH3:38], predict the reactants needed to synthesize it. The reactants are: C(OC([N:8]([CH2:40][C:41]([O:43]C(C)(C)C)=[O:42])[C:9]1[CH:14]=[CH:13][CH:12]=[C:11]([CH:15]([CH2:26][C:27]2[CH:32]=[CH:31][C:30]([N:33]([C:35](=[O:39])[CH2:36][CH2:37][CH3:38])[CH3:34])=[CH:29][CH:28]=2)[NH:16][S:17]([C:20]2[CH:21]=[N:22][CH:23]=[CH:24][CH:25]=2)(=[O:19])=[O:18])[N:10]=1)=O)(C)(C)C.Cl.O1CCOCC1. (2) Given the product [OH:8][C:9]1[CH:10]=[C:11]([C:17]2[N:22]=[C:21]([C:23]([O:25][CH3:26])=[O:24])[CH:20]=[CH:19][CH:18]=2)[CH:12]=[CH:13][C:14]=1[O:15][CH3:16], predict the reactants needed to synthesize it. The reactants are: C([O:8][C:9]1[CH:10]=[C:11]([C:17]2[N:22]=[C:21]([C:23]([O:25][CH3:26])=[O:24])[CH:20]=[CH:19][CH:18]=2)[CH:12]=[CH:13][C:14]=1[O:15][CH3:16])C1C=CC=CC=1. (3) Given the product [CH2:1]([O:4][C:5]1[C:6]([CH2:20][CH3:21])=[C:7]([CH2:15][CH2:16][OH:17])[CH:8]=[C:9]([O:11][CH2:12][CH:13]=[CH2:14])[CH:10]=1)[CH:2]=[CH2:3], predict the reactants needed to synthesize it. The reactants are: [CH2:1]([O:4][C:5]1[C:6]([CH2:20][CH3:21])=[C:7]([CH2:15][C:16](OC)=[O:17])[CH:8]=[C:9]([O:11][CH2:12][CH:13]=[CH2:14])[CH:10]=1)[CH:2]=[CH2:3].[H-].C([Al+]CC(C)C)C(C)C.C1(C)C=CC=CC=1.C(C(C(C([O-])=O)O)O)([O-])=O.[Na+].[K+]. (4) Given the product [OH:8][C:9]1[CH:10]=[C:11]([CH:20]([OH:26])[CH2:21][NH:38][C:35]2([CH2:34][C:33]3[CH:39]=[CH:40][C:30]([O:29][CH3:42])=[CH:31][CH:32]=3)[CH2:37][CH2:36]2)[C:12]2[O:17][CH2:16][C:15](=[O:18])[NH:14][C:13]=2[CH:19]=1, predict the reactants needed to synthesize it. The reactants are: C([O:8][C:9]1[CH:10]=[C:11]([C:20](=[O:26])[CH:21](OCC)O)[C:12]2[O:17][CH2:16][C:15](=[O:18])[NH:14][C:13]=2[CH:19]=1)C1C=CC=CC=1.CO[O:29][C:30]1[CH:40]=[CH:39][C:33]([CH2:34][C:35]2([NH2:38])[CH2:37][CH2:36]2)=[CH:32][CH:31]=1.F[C:42](F)(F)C([O-])=O.